This data is from Catalyst prediction with 721,799 reactions and 888 catalyst types from USPTO. The task is: Predict which catalyst facilitates the given reaction. (1) Reactant: C(O[C:6]([NH:8][NH:9][C:10](=[S:18])[C:11]1[CH:16]=[CH:15][C:14]([F:17])=[CH:13][CH:12]=1)=O)(C)(C)C.[CH3:19][O:20][C:21]1[C:22]([O:29][Si:30]([CH:37]([CH3:39])[CH3:38])([CH:34]([CH3:36])[CH3:35])[CH:31]([CH3:33])[CH3:32])=[C:23]([CH:26]=[CH:27][CH:28]=1)C=O.CCN(C(C)C)C(C)C.[F:49][C:50]1[CH:58]=[C:57]([F:59])[CH:56]=[C:55]([F:60])[C:51]=1[C:52](Cl)=[O:53].Cl. Product: [F:17][C:14]1[CH:15]=[CH:16][C:11]([C:10]2[S:18][CH:6]([C:28]3[CH:27]=[CH:26][CH:23]=[C:22]([O:29][Si:30]([CH:31]([CH3:32])[CH3:33])([CH:34]([CH3:36])[CH3:35])[CH:37]([CH3:38])[CH3:39])[C:21]=3[O:20][CH3:19])[N:8]([C:52]([C:51]3[C:50]([F:49])=[CH:58][C:57]([F:59])=[CH:56][C:55]=3[F:60])=[O:53])[N:9]=2)=[CH:12][CH:13]=1. The catalyst class is: 91. (2) Reactant: [C@H:1]1([NH:10][C:11]2[CH:20]=[CH:19][C:18]3[C:13](=[CH:14][CH:15]=[C:16]([NH2:21])[CH:17]=3)[N:12]=2)[C:9]2[C:4](=[CH:5][CH:6]=[CH:7][CH:8]=2)[CH2:3][CH2:2]1.C(N(CC)CC)C.ClC(Cl)(O[C:33](=[O:39])OC(Cl)(Cl)Cl)Cl.[CH3:41][N:42]1[CH2:47][CH2:46][NH:45][CH2:44][CH2:43]1. Product: [C@H:1]1([NH:10][C:11]2[CH:20]=[CH:19][C:18]3[C:13](=[CH:14][CH:15]=[C:16]([NH:21][C:33]([N:45]4[CH2:46][CH2:47][N:42]([CH3:41])[CH2:43][CH2:44]4)=[O:39])[CH:17]=3)[N:12]=2)[C:9]2[C:4](=[CH:5][CH:6]=[CH:7][CH:8]=2)[CH2:3][CH2:2]1. The catalyst class is: 7. (3) Reactant: [CH3:1][S:2]([C:5]1[CH:13]=[CH:12][C:8]([C:9]([OH:11])=O)=[CH:7][C:6]=1[N+:14]([O-:16])=[O:15])(=[O:4])=[O:3].[C:17]([C:19]1[CH:24]=[CH:23][C:22]([CH:25]2[CH2:30][CH2:29][NH:28][CH2:27][CH2:26]2)=[CH:21][CH:20]=1)#[N:18]. Product: [CH3:1][S:2]([C:5]1[CH:13]=[CH:12][C:8]([C:9]([N:28]2[CH2:29][CH2:30][CH:25]([C:22]3[CH:23]=[CH:24][C:19]([C:17]#[N:18])=[CH:20][CH:21]=3)[CH2:26][CH2:27]2)=[O:11])=[CH:7][C:6]=1[N+:14]([O-:16])=[O:15])(=[O:3])=[O:4]. The catalyst class is: 23. (4) Reactant: [Cl:1][C:2]1[CH:3]=[C:4]([C:10]2([C:27]([F:30])([F:29])[F:28])[CH2:14][CH2:13][N:12]([C:15]3[N:20]=[C:19]([C:21]([F:24])([F:23])[F:22])[C:18]([CH2:25]N)=[CH:17][N:16]=3)[CH2:11]2)[CH:5]=[C:6]([Cl:9])[C:7]=1[Cl:8].C([N:33](CC)CC)C.[CH:38]1([C:41](Cl)=[O:42])[CH2:40][CH2:39]1. Product: [Cl:1][C:2]1[CH:3]=[C:4]([C:10]2([C:27]([F:28])([F:29])[F:30])[CH2:14][CH2:13][N:12]([C:15]3[N:20]=[C:19]([C:21]([F:23])([F:24])[F:22])[C:18]([CH2:25][C:38]4([C:41]([NH2:33])=[O:42])[CH2:40][CH2:39]4)=[CH:17][N:16]=3)[CH2:11]2)[CH:5]=[C:6]([Cl:9])[C:7]=1[Cl:8]. The catalyst class is: 2. (5) Reactant: [C:1]([O:5][C:6]([N:8]1[CH2:12][C@H:11]([CH:13]=[CH:14][CH3:15])[C@@H:10]([OH:16])[CH2:9]1)=[O:7])([CH3:4])([CH3:3])[CH3:2]. Product: [C:1]([O:5][C:6]([N:8]1[CH2:12][C@H:11]([CH2:13][CH2:14][CH3:15])[C@@H:10]([OH:16])[CH2:9]1)=[O:7])([CH3:4])([CH3:3])[CH3:2]. The catalyst class is: 29. (6) Reactant: C[C:2]1(C)O[C:6](=[O:8])[C:5]([C:9]2[CH:10]=[N:11][CH:12]=[N:13][CH:14]=2)=[C:4]([CH3:15])[O:3]1.[CH3:17][C:18]([N:33]=C)([CH3:32])[C:19]([O:21][CH2:22][C:23]1[CH:28]=[CH:27][C:26]([N+:29]([O-:31])=[O:30])=[CH:25][CH:24]=1)=[O:20]. Product: [CH3:32][C:18]([N:33]1[C:6](=[O:8])[C:5]([C:9]2[CH:10]=[N:11][CH:12]=[N:13][CH:14]=2)=[C:4]([CH3:15])[O:3][CH2:2]1)([CH3:17])[C:19]([O:21][CH2:22][C:23]1[CH:28]=[CH:27][C:26]([N+:29]([O-:31])=[O:30])=[CH:25][CH:24]=1)=[O:20]. The catalyst class is: 113.